From a dataset of Full USPTO retrosynthesis dataset with 1.9M reactions from patents (1976-2016). Predict the reactants needed to synthesize the given product. Given the product [C:1]12([NH:6][C:7]([C:9]3[CH:10]=[C:11]([C:16]4[CH:17]=[C:18]5[C:27]([C:28]([NH:30][CH3:31])=[O:29])=[C:26]([C:32]6[CH:33]=[CH:34][C:35]([F:38])=[CH:36][CH:37]=6)[O:25][C:19]5=[N:20][C:21]=4[CH2:22][CH2:23][CH3:24])[CH:12]=[CH:13][C:14]=3[F:15])=[O:8])[CH2:5][CH:3]([CH2:4]1)[CH2:2]2, predict the reactants needed to synthesize it. The reactants are: [C:1]12([NH:6][C:7]([C:9]3[CH:10]=[C:11]([C:16]4[CH:17]=[C:18]5[C:27]([C:28]([NH:30][CH3:31])=[O:29])=[C:26]([C:32]6[CH:37]=[CH:36][C:35]([F:38])=[CH:34][CH:33]=6)[O:25][C:19]5=[N:20][C:21]=4/[CH:22]=[CH:23]/[CH3:24])[CH:12]=[CH:13][C:14]=3[F:15])=[O:8])[CH2:5][CH:3]([CH2:4]1)[CH2:2]2.N#N.